From a dataset of Full USPTO retrosynthesis dataset with 1.9M reactions from patents (1976-2016). Predict the reactants needed to synthesize the given product. (1) The reactants are: [C:1]1([CH:8]=[CH:7][C:5]([OH:6])=[CH:4][CH:3]=1)[OH:2].[OH-].[K+].[Br:11][CH2:12][CH2:13][CH2:14]Br. Given the product [Br:11][CH2:12][CH2:13][CH2:14][O:2][C:1]1[CH:8]=[CH:7][C:5]([OH:6])=[CH:4][CH:3]=1, predict the reactants needed to synthesize it. (2) Given the product [F:31][C:30]([F:32])([C:33]1[CH:34]=[CH:35][CH:36]=[CH:37][CH:38]=1)[CH2:29][O:28][CH2:27][CH2:26][CH2:25][CH2:24][CH2:23][CH2:22][N:16]1[CH2:15][C@@H:14]([C:12]2[CH:11]=[CH:10][C:8]3[O:9][C:4]([CH3:20])([CH3:3])[O:5][CH2:6][C:7]=3[CH:13]=2)[O:18][C:17]1=[O:19], predict the reactants needed to synthesize it. The reactants are: [H-].[Na+].[CH3:3][C:4]1([CH3:20])[O:9][C:8]2[CH:10]=[CH:11][C:12]([C@H:14]3[O:18][C:17](=[O:19])[NH:16][CH2:15]3)=[CH:13][C:7]=2[CH2:6][O:5]1.Br[CH2:22][CH2:23][CH2:24][CH2:25][CH2:26][CH2:27][O:28][CH2:29][C:30]([C:33]1[CH:38]=[CH:37][CH:36]=[CH:35][CH:34]=1)([F:32])[F:31].Cl. (3) Given the product [Cl:6][C:7]1[CH:12]=[CH:11][C:10]([CH2:13][CH2:14][CH2:15][O:16][CH3:17])=[CH:9][C:8]=1[CH2:18][N:19]([CH:35]1[CH2:37][CH2:36]1)[C:20](=[O:34])/[C:21](/[C:32]#[N:33])=[CH:22]/[C:23]1[CH:31]=[CH:30][CH:29]=[C:28]2[C:24]=1[CH:25]=[CH:26][N:27]2[C:40]([O:48][C:49]([CH3:52])([CH3:51])[CH3:50])=[O:41], predict the reactants needed to synthesize it. The reactants are: C1COCC1.[Cl:6][C:7]1[CH:12]=[CH:11][C:10]([CH2:13][CH2:14][CH2:15][O:16][CH3:17])=[CH:9][C:8]=1[CH2:18][N:19]([CH:35]1[CH2:37][CH2:36]1)[C:20](=[O:34])/[C:21](/[C:32]#[N:33])=[CH:22]/[C:23]1[CH:31]=[CH:30][CH:29]=[C:28]2[C:24]=1[CH:25]=[CH:26][NH:27]2.[H-].[Na+].[C:40](=O)([O:48][C:49]([CH3:52])([CH3:51])[CH3:50])[O:41]C1C=CC=CC=1. (4) Given the product [CH2:2]([O:4][C:5](=[O:16])[C@H:6]([CH2:8][C:9]1[CH:10]=[CH:11][C:12]([OH:15])=[CH:13][CH:14]=1)[NH:7][C:24](=[O:26])[CH3:25])[CH3:3], predict the reactants needed to synthesize it. The reactants are: Cl.[CH2:2]([O:4][C:5](=[O:16])[C@H:6]([CH2:8][C:9]1[CH:14]=[CH:13][C:12]([OH:15])=[CH:11][CH:10]=1)[NH2:7])[CH3:3].C(N(CC)CC)C.[C:24](OC(=O)C)(=[O:26])[CH3:25].O. (5) Given the product [Cl:1][C:2]1[CH:9]=[CH:8][CH:7]=[CH:6][C:3]=1[N:4]([CH2:10][C:12]1[CH:13]=[C:14]([CH:19]=[CH:20][CH:21]=1)[C:15]([O:17][CH3:18])=[O:16])[CH3:5], predict the reactants needed to synthesize it. The reactants are: [Cl:1][C:2]1[CH:9]=[CH:8][CH:7]=[CH:6][C:3]=1[NH:4][CH3:5].[CH:10]([C:12]1[CH:13]=[C:14]([CH:19]=[CH:20][CH:21]=1)[C:15]([O:17][CH3:18])=[O:16])=O.C(O[BH-](OC(=O)C)OC(=O)C)(=O)C.[Na+].[OH-].[Na+]. (6) Given the product [C:1]([O:5][C:6](=[O:18])[NH:7][CH:8]([CH3:17])[CH2:9][C:10]1[CH:15]=[CH:14][C:13]([C:29]#[C:28][C:25]2[CH:26]=[CH:27][C:22]([O:21][CH2:19][CH3:20])=[CH:23][CH:24]=2)=[CH:12][CH:11]=1)([CH3:4])([CH3:3])[CH3:2], predict the reactants needed to synthesize it. The reactants are: [C:1]([O:5][C:6](=[O:18])[NH:7][CH:8]([CH3:17])[CH2:9][C:10]1[CH:15]=[CH:14][C:13](I)=[CH:12][CH:11]=1)([CH3:4])([CH3:3])[CH3:2].[CH2:19]([O:21][C:22]1[CH:27]=[CH:26][C:25]([C:28]#[CH:29])=[CH:24][CH:23]=1)[CH3:20].ClCCl. (7) Given the product [CH3:19][O:18][C:15]1[CH:16]=[CH:17][C:12]([CH2:11][N:9]2[CH:8]=[C:7]3[C:6]([CH2:5][CH:4]([O:22][C:23](=[O:27])[N:24]([CH3:26])[CH3:25])[CH2:3][C:2]4[S:37][C:36]([NH:35][C:31]5[N:30]=[C:29]([CH3:28])[CH:34]=[CH:33][N:32]=5)=[N:38][C:20]=43)=[N:10]2)=[CH:13][CH:14]=1, predict the reactants needed to synthesize it. The reactants are: Br[CH:2]1[C:20](=O)[C:7]2=[CH:8][N:9]([CH2:11][C:12]3[CH:17]=[CH:16][C:15]([O:18][CH3:19])=[CH:14][CH:13]=3)[N:10]=[C:6]2[CH2:5][CH:4]([O:22][C:23](=[O:27])[N:24]([CH3:26])[CH3:25])[CH2:3]1.[CH3:28][C:29]1[CH:34]=[CH:33][N:32]=[C:31]([NH:35][C:36]([NH2:38])=[S:37])[N:30]=1.